This data is from Peptide-MHC class I binding affinity with 185,985 pairs from IEDB/IMGT. The task is: Regression. Given a peptide amino acid sequence and an MHC pseudo amino acid sequence, predict their binding affinity value. This is MHC class I binding data. (1) The peptide sequence is GMNSRSTSL. The MHC is HLA-B08:01 with pseudo-sequence HLA-B08:01. The binding affinity (normalized) is 0.810. (2) The peptide sequence is LILNFLDWIK. The MHC is HLA-A33:01 with pseudo-sequence HLA-A33:01. The binding affinity (normalized) is 0.178. (3) The peptide sequence is LIMEFNSLL. The MHC is HLA-B51:01 with pseudo-sequence HLA-B51:01. The binding affinity (normalized) is 0.0847.